From a dataset of Forward reaction prediction with 1.9M reactions from USPTO patents (1976-2016). Predict the product of the given reaction. (1) Given the reactants Cl[C:2]1[N:13]=[C:12]([C:14]([F:17])([F:16])[F:15])[CH:11]=[CH:10][C:3]=1[C:4]([N:6]([O:8][CH3:9])[CH3:7])=[O:5].[CH3:18][O:19][CH2:20][C:21]#[CH:22], predict the reaction product. The product is: [CH3:9][O:8][N:6]([CH3:7])[C:4](=[O:5])[C:3]1[CH:10]=[CH:11][C:12]([C:14]([F:17])([F:16])[F:15])=[N:13][C:2]=1[C:22]#[C:21][CH2:20][O:19][CH3:18]. (2) Given the reactants [C:1]([NH:5][C:6](=[O:16])[C:7]1[CH:12]=[CH:11][C:10]([C:13]#[N:14])=[CH:9][C:8]=1[F:15])([CH3:4])([CH3:3])[CH3:2].N, predict the reaction product. The product is: [NH2:14][CH2:13][C:10]1[CH:11]=[CH:12][C:7]([C:6]([NH:5][C:1]([CH3:2])([CH3:3])[CH3:4])=[O:16])=[C:8]([F:15])[CH:9]=1. (3) Given the reactants [F:1][C:2]1[CH:27]=[CH:26][C:25]([F:28])=[CH:24][C:3]=1[CH2:4][N:5]1[CH2:10][CH2:9][NH:8][C:7]2[N:11]=[CH:12][C:13]([C:15]3[CH:23]=[CH:22][C:18]([C:19]([OH:21])=O)=[CH:17][CH:16]=3)=[CH:14][C:6]1=2.[NH:29]1[CH2:34][CH2:33][O:32][CH2:31][CH2:30]1, predict the reaction product. The product is: [F:1][C:2]1[CH:27]=[CH:26][C:25]([F:28])=[CH:24][C:3]=1[CH2:4][N:5]1[CH2:10][CH2:9][NH:8][C:7]2[N:11]=[CH:12][C:13]([C:15]3[CH:16]=[CH:17][C:18]([C:19]([N:29]4[CH2:34][CH2:33][O:32][CH2:31][CH2:30]4)=[O:21])=[CH:22][CH:23]=3)=[CH:14][C:6]1=2.